From a dataset of Catalyst prediction with 721,799 reactions and 888 catalyst types from USPTO. Predict which catalyst facilitates the given reaction. (1) Reactant: [N:1]([CH2:4][CH:5]([F:40])[CH2:6][N:7]([CH:17]([C:21]1[N:30]([CH2:31][C:32]2[CH:37]=[CH:36][CH:35]=[CH:34][CH:33]=2)[C:29](=[O:38])[C:28]2[C:23](=[CH:24][C:25]([Cl:39])=[CH:26][CH:27]=2)[N:22]=1)[CH:18]([CH3:20])[CH3:19])[C:8](=[O:16])[C:9]1[CH:14]=[CH:13][C:12]([CH3:15])=[CH:11][CH:10]=1)=[N+]=[N-].C1(P(C2C=CC=CC=2)C2C=CC=CC=2)C=CC=CC=1. Product: [NH2:1][CH2:4][CH:5]([F:40])[CH2:6][N:7]([CH:17]([C:21]1[N:30]([CH2:31][C:32]2[CH:37]=[CH:36][CH:35]=[CH:34][CH:33]=2)[C:29](=[O:38])[C:28]2[C:23](=[CH:24][C:25]([Cl:39])=[CH:26][CH:27]=2)[N:22]=1)[CH:18]([CH3:20])[CH3:19])[C:8](=[O:16])[C:9]1[CH:14]=[CH:13][C:12]([CH3:15])=[CH:11][CH:10]=1. The catalyst class is: 1. (2) Reactant: [C:1]1([C:7]2[CH:11]=[C:10]([CH2:12][CH2:13][CH:14]=O)[O:9][N:8]=2)[CH:6]=[CH:5][CH:4]=[CH:3][CH:2]=1.[CH2:16]([N:23]1[CH2:28][CH2:27][NH:26][CH2:25][CH2:24]1)[C:17]1[CH:22]=[CH:21][CH:20]=[CH:19][CH:18]=1.[BH-](OC(C)=O)(OC(C)=O)OC(C)=O.[Na+]. Product: [C:1]1([C:7]2[CH:11]=[C:10]([CH2:12][CH2:13][CH2:14][N:26]3[CH2:27][CH2:28][N:23]([CH2:16][C:17]4[CH:18]=[CH:19][CH:20]=[CH:21][CH:22]=4)[CH2:24][CH2:25]3)[O:9][N:8]=2)[CH:6]=[CH:5][CH:4]=[CH:3][CH:2]=1. The catalyst class is: 2.